From a dataset of Peptide-MHC class II binding affinity with 134,281 pairs from IEDB. Regression. Given a peptide amino acid sequence and an MHC pseudo amino acid sequence, predict their binding affinity value. This is MHC class II binding data. (1) The binding affinity (normalized) is 0.233. The MHC is DRB1_0402 with pseudo-sequence DRB1_0402. The peptide sequence is YPIEHGIVTNWDDM. (2) The peptide sequence is FDHEFTFGWDELLSK. The MHC is DRB1_1201 with pseudo-sequence DRB1_1201. The binding affinity (normalized) is 0. (3) The peptide sequence is MSQIMYNYPAMRAHA. The MHC is DRB1_0901 with pseudo-sequence DRB1_0901. The binding affinity (normalized) is 0.617. (4) The peptide sequence is TDALRTLGSTSADEV. The MHC is HLA-DPA10201-DPB10501 with pseudo-sequence HLA-DPA10201-DPB10501. The binding affinity (normalized) is 0.0184. (5) The peptide sequence is GELQIVAKIDAAFKI. The MHC is DRB1_0404 with pseudo-sequence DRB1_0404. The binding affinity (normalized) is 0.557.